From a dataset of Full USPTO retrosynthesis dataset with 1.9M reactions from patents (1976-2016). Predict the reactants needed to synthesize the given product. (1) Given the product [F:1][C:2]1[CH:7]=[CH:6][C:5]([O:8][CH3:9])=[CH:4][C:3]=1[C:10]1[CH:15]=[CH:14][C:13]([C:16]([O:18][CH3:19])=[O:17])=[CH:12][C:11]=1[C:28]1[C@@:27]2([CH3:26])[C:33]([CH3:35])([CH3:34])[C@@H:30]([CH:29]=1)[CH2:31][CH2:32]2, predict the reactants needed to synthesize it. The reactants are: [F:1][C:2]1[CH:7]=[CH:6][C:5]([O:8][CH3:9])=[CH:4][C:3]=1[C:10]1[CH:15]=[CH:14][C:13]([C:16]([O:18][CH3:19])=[O:17])=[CH:12][C:11]=1I.CN(C=O)C.[CH3:26][C@:27]12[C:33]([CH3:35])([CH3:34])[C@H:30]([CH2:31][CH2:32]1)[CH:29]=[C:28]2B(O)O.C(=O)([O-])[O-].[K+].[K+]. (2) Given the product [F:22][C:23]1[CH:32]=[C:31]2[C:26]([CH:27]=[CH:28][C:29]([CH3:33])=[N:30]2)=[C:25]([N:34]2[CH2:39][CH2:38][N:37]([CH2:2][CH2:3][C:4]3[CH:13]=[CH:12][CH:11]=[C:10]4[C:5]=3[CH2:6][CH2:7][C:8]3[N:9]4[CH:14]=[N:15][C:16]=3[C:17]([O:19][CH2:20][CH3:21])=[O:18])[C@H:36]([CH3:40])[CH2:35]2)[CH:24]=1, predict the reactants needed to synthesize it. The reactants are: O=[CH:2][CH2:3][C:4]1[CH:13]=[CH:12][CH:11]=[C:10]2[C:5]=1[CH2:6][CH2:7][C:8]1[N:9]2[CH:14]=[N:15][C:16]=1[C:17]([O:19][CH2:20][CH3:21])=[O:18].[F:22][C:23]1[CH:32]=[C:31]2[C:26]([CH:27]=[CH:28][C:29]([CH3:33])=[N:30]2)=[C:25]([N:34]2[CH2:39][CH2:38][NH:37][C@H:36]([CH3:40])[CH2:35]2)[CH:24]=1.